This data is from NCI-60 drug combinations with 297,098 pairs across 59 cell lines. The task is: Regression. Given two drug SMILES strings and cell line genomic features, predict the synergy score measuring deviation from expected non-interaction effect. (1) Drug 1: CC1=C(C=C(C=C1)NC(=O)C2=CC=C(C=C2)CN3CCN(CC3)C)NC4=NC=CC(=N4)C5=CN=CC=C5. Drug 2: CC(C)NC(=O)C1=CC=C(C=C1)CNNC.Cl. Cell line: MCF7. Synergy scores: CSS=-6.00, Synergy_ZIP=8.25, Synergy_Bliss=-4.86, Synergy_Loewe=-5.80, Synergy_HSA=-6.17. (2) Drug 1: CC1=CC=C(C=C1)C2=CC(=NN2C3=CC=C(C=C3)S(=O)(=O)N)C(F)(F)F. Drug 2: C1C(C(OC1N2C=C(C(=O)NC2=O)F)CO)O. Cell line: NCI-H226. Synergy scores: CSS=7.45, Synergy_ZIP=-4.75, Synergy_Bliss=-6.86, Synergy_Loewe=-5.06, Synergy_HSA=-8.71. (3) Drug 1: CC1CCC2CC(C(=CC=CC=CC(CC(C(=O)C(C(C(=CC(C(=O)CC(OC(=O)C3CCCCN3C(=O)C(=O)C1(O2)O)C(C)CC4CCC(C(C4)OC)O)C)C)O)OC)C)C)C)OC. Drug 2: CC1=C(C(=CC=C1)Cl)NC(=O)C2=CN=C(S2)NC3=CC(=NC(=N3)C)N4CCN(CC4)CCO. Cell line: MOLT-4. Synergy scores: CSS=-0.606, Synergy_ZIP=-2.33, Synergy_Bliss=-5.85, Synergy_Loewe=-24.9, Synergy_HSA=-19.7. (4) Drug 2: CC(C)NC(=O)C1=CC=C(C=C1)CNNC.Cl. Synergy scores: CSS=0.120, Synergy_ZIP=1.15, Synergy_Bliss=3.76, Synergy_Loewe=0.922, Synergy_HSA=0.699. Drug 1: CCC(=C(C1=CC=CC=C1)C2=CC=C(C=C2)OCCN(C)C)C3=CC=CC=C3.C(C(=O)O)C(CC(=O)O)(C(=O)O)O. Cell line: SK-OV-3.